From a dataset of Reaction yield outcomes from USPTO patents with 853,638 reactions. Predict the reaction yield, written as a fraction of the theoretical maximum amount of product (1.0 means a 100% yield; for example, 0.34 means a 34% yield). (1) The reactants are [Cl:1][C:2]1[CH:7]=[CH:6][C:5]([CH:8]([NH2:14])[CH2:9][CH2:10][N:11]([CH3:13])[CH3:12])=[CH:4][CH:3]=1.[CH3:15][O:16][C@H:17]([C:21]1[CH:26]=[CH:25][CH:24]=[CH:23][CH:22]=1)[C:18]([OH:20])=[O:19].C(Cl)CCl.C([O-])(O)=[O:32].[Na+]. The catalyst is C1COCC1.CN(C1C=CN=CC=1)C.CCOC(C)=O. The product is [C:18]([OH:20])(=[O:19])[C:17]([OH:32])=[O:16].[Cl:1][C:2]1[CH:3]=[CH:4][C:5]([CH:8]([NH:14][C:18](=[O:19])[C@H:17]([O:16][CH3:15])[C:21]2[CH:26]=[CH:25][CH:24]=[CH:23][CH:22]=2)[CH2:9][CH2:10][N:11]([CH3:13])[CH3:12])=[CH:6][CH:7]=1. The yield is 0.670. (2) The reactants are [Cl:1][C:2]1[C:3]([C:35](N)=[O:36])=[CH:4][C:5]2[N:9]=[C:8]([CH2:10][CH3:11])[N:7]([C:12]3[CH:17]=[CH:16][C:15]([CH2:18][CH2:19][NH:20][C:21]([NH:23][S:24]([C:27]4[CH:32]=[CH:31][C:30]([CH3:33])=[CH:29][CH:28]=4)(=[O:26])=[O:25])=[O:22])=[CH:14][CH:13]=3)[C:6]=2[CH:34]=1.[OH-:38].[K+].O.Cl. The catalyst is CO. The product is [Cl:1][C:2]1[C:3]([C:35]([OH:36])=[O:38])=[CH:4][C:5]2[N:9]=[C:8]([CH2:10][CH3:11])[N:7]([C:12]3[CH:13]=[CH:14][C:15]([CH2:18][CH2:19][NH:20][C:21]([NH:23][S:24]([C:27]4[CH:32]=[CH:31][C:30]([CH3:33])=[CH:29][CH:28]=4)(=[O:25])=[O:26])=[O:22])=[CH:16][CH:17]=3)[C:6]=2[CH:34]=1. The yield is 0.250.